This data is from Forward reaction prediction with 1.9M reactions from USPTO patents (1976-2016). The task is: Predict the product of the given reaction. (1) Given the reactants [OH:1][CH:2]1[CH2:7][CH2:6][N:5]([C:8](=[O:10])[CH3:9])[CH2:4][CH2:3]1.O[C:12]1[CH:19]=[CH:18][C:15]([CH:16]=[O:17])=[CH:14][CH:13]=1.C1(P(C2C=CC=CC=2)C2C=CC=CC=2)C=CC=CC=1.N(C(OC(C)C)=O)=NC(OC(C)C)=O, predict the reaction product. The product is: [C:8]([N:5]1[CH2:6][CH2:7][CH:2]([O:1][C:12]2[CH:19]=[CH:18][C:15]([CH:16]=[O:17])=[CH:14][CH:13]=2)[CH2:3][CH2:4]1)(=[O:10])[CH3:9]. (2) Given the reactants C([O:3][C:4]([C:6]1[CH:7]([C:21]([F:24])([F:23])[F:22])[O:8][C:9]2[C:14]([CH:15]=1)=[CH:13][C:12]([Cl:16])=[CH:11][C:10]=2[C:17]#[C:18][CH2:19][CH3:20])=[O:5])C.C1COCC1.CCO.O.O[Li].O.Cl, predict the reaction product. The product is: [C:17]([C:10]1[CH:11]=[C:12]([Cl:16])[CH:13]=[C:14]2[C:9]=1[O:8][CH:7]([C:21]([F:22])([F:23])[F:24])[C:6]([C:4]([OH:5])=[O:3])=[CH:15]2)#[C:18][CH2:19][CH3:20]. (3) Given the reactants O1CCCC1.[BH4-].[Li+].C([Si](C)(C)Cl)(C)(C)C.[CH2:16]([N:20]1[C:33](=[O:34])[C:32]2[C:27](=[CH:28][CH:29]=[CH:30][CH:31]=2)[C:26]2[CH:25]=[C:24]([C:35](OC)=[O:36])[CH:23]=[CH:22][C:21]1=2)[CH2:17][CH2:18][CH3:19], predict the reaction product. The product is: [CH2:16]([N:20]1[C:33](=[O:34])[C:32]2[C:27](=[CH:28][CH:29]=[CH:30][CH:31]=2)[C:26]2[CH:25]=[C:24]([CH2:35][OH:36])[CH:23]=[CH:22][C:21]1=2)[CH2:17][CH2:18][CH3:19].